This data is from Full USPTO retrosynthesis dataset with 1.9M reactions from patents (1976-2016). The task is: Predict the reactants needed to synthesize the given product. Given the product [C:9]1([CH2:8][CH2:7][CH2:6][CH2:5][O:4][CH2:1][CH2:2][CH2:3][OH:24])[CH:10]=[CH:11][CH:12]=[CH:13][CH:14]=1, predict the reactants needed to synthesize it. The reactants are: [CH2:1]([O:4][CH2:5][CH2:6][CH2:7][CH2:8][C:9]1[CH:14]=[CH:13][CH:12]=[CH:11][CH:10]=1)[CH:2]=[CH2:3].B1C2CCCC1CCC2.[OH-:24].[Na+].OO.